This data is from NCI-60 drug combinations with 297,098 pairs across 59 cell lines. The task is: Regression. Given two drug SMILES strings and cell line genomic features, predict the synergy score measuring deviation from expected non-interaction effect. Drug 1: CC12CCC(CC1=CCC3C2CCC4(C3CC=C4C5=CN=CC=C5)C)O. Drug 2: CC1=CC2C(CCC3(C2CCC3(C(=O)C)OC(=O)C)C)C4(C1=CC(=O)CC4)C. Cell line: OVCAR3. Synergy scores: CSS=4.77, Synergy_ZIP=-1.38, Synergy_Bliss=1.30, Synergy_Loewe=-9.78, Synergy_HSA=-1.39.